From a dataset of Catalyst prediction with 721,799 reactions and 888 catalyst types from USPTO. Predict which catalyst facilitates the given reaction. (1) Reactant: [Br:1][C:2]1[CH:3]=[CH:4][C:5]([NH:12][CH:13]2[CH2:18][CH2:17][N:16]([CH3:19])[CH2:15][CH2:14]2)=[C:6]([C:8](=O)[CH2:9]Cl)[CH:7]=1.[OH-].[Na+].[BH4-].[Na+]. Product: [Br:1][C:2]1[CH:7]=[C:6]2[C:5](=[CH:4][CH:3]=1)[N:12]([CH:13]1[CH2:18][CH2:17][N:16]([CH3:19])[CH2:15][CH2:14]1)[CH:9]=[CH:8]2. The catalyst class is: 8. (2) Reactant: [CH3:1][C:2]1[CH:3]=[C:4]([S:12]([CH2:15][CH2:16][CH2:17][OH:18])(=[O:14])=[O:13])[CH:5]=[C:6]([CH3:11])[C:7]=1[N+:8]([O-])=O. Product: [NH2:8][C:7]1[C:6]([CH3:11])=[CH:5][C:4]([S:12]([CH2:15][CH2:16][CH2:17][OH:18])(=[O:14])=[O:13])=[CH:3][C:2]=1[CH3:1]. The catalyst class is: 29.